Task: Predict the reactants needed to synthesize the given product.. Dataset: Full USPTO retrosynthesis dataset with 1.9M reactions from patents (1976-2016) (1) Given the product [Cl:1][C:2]1[CH:3]=[CH:4][C:5]([C:8]2[N:9]=[C:10]3[CH:15]=[CH:14][CH:13]=[CH:12][N:11]3[C:16]=2[CH2:17][N:18]2[CH:23]=[CH:22][C:21]([NH:24][CH2:25][CH2:26][N:30]([CH3:31])[CH3:29])=[N:20][C:19]2=[O:27])=[CH:6][CH:7]=1, predict the reactants needed to synthesize it. The reactants are: [Cl:1][C:2]1[CH:7]=[CH:6][C:5]([C:8]2[N:9]=[C:10]3[CH:15]=[CH:14][CH:13]=[CH:12][N:11]3[C:16]=2[CH2:17][N:18]2[CH:23]=[CH:22][C:21]([NH:24][CH2:25][CH3:26])=[N:20][C:19]2=[O:27])=[CH:4][CH:3]=1.Cl[C:29]1C=CN(CC2N3C=CC=CC3=NC=2C2C=CC(Cl)=CC=2)[C:31](=O)[N:30]=1.CN(C)CCN. (2) Given the product [NH:1]1[C:9]2[C:4](=[CH:5][C:6]([O:10][C:11]3[CH:20]=[C:19]([N:21]4[CH2:26][CH2:25][N:24]([CH2:27][C:28]5[CH2:33][CH:32]([OH:34])[CH2:31][CH2:30][C:29]=5[C:35]5[CH:36]=[CH:37][C:38]([Cl:41])=[CH:39][CH:40]=5)[CH2:23][CH2:22]4)[CH:18]=[CH:17][C:12]=3[C:13]([OH:15])=[O:14])=[CH:7][CH:8]=2)[CH:3]=[CH:2]1, predict the reactants needed to synthesize it. The reactants are: [NH:1]1[C:9]2[C:4](=[CH:5][C:6]([O:10][C:11]3[CH:20]=[C:19]([N:21]4[CH2:26][CH2:25][N:24]([CH2:27][C:28]5[CH2:33][CH:32]([OH:34])[CH2:31][CH2:30][C:29]=5[C:35]5[CH:40]=[CH:39][C:38]([Cl:41])=[CH:37][CH:36]=5)[CH2:23][CH2:22]4)[CH:18]=[CH:17][C:12]=3[C:13]([O:15]C)=[O:14])=[CH:7][CH:8]=2)[CH:3]=[CH:2]1.O[Li].O.Cl.C(OCC)(=O)C. (3) Given the product [Cl:8][C:7]1[CH:6]=[CH:5][C:4]([NH:9][C:10]2[N:15]=[C:14]([NH:16][CH2:17][CH2:18][NH:19][S:27]([CH3:26])(=[O:29])=[O:28])[C:13]([N+:23]([O-:25])=[O:24])=[CH:12][N:11]=2)=[CH:3][CH:2]=1, predict the reactants needed to synthesize it. The reactants are: Cl[C:2]1[CH:3]=[C:4]([NH:9][C:10]2[N:15]=[C:14]([NH:16][CH2:17][CH2:18][NH:19]C(=O)C)[C:13]([N+:23]([O-:25])=[O:24])=[CH:12][N:11]=2)[CH:5]=[CH:6][C:7]=1[Cl:8].[CH3:26][S:27](Cl)(=[O:29])=[O:28].C(N(CC)CC)C. (4) Given the product [N+:14]([C:10]1[CH:9]=[C:5]([CH:4]=[C:3]([C:2]([F:12])([F:13])[F:1])[CH:11]=1)[C:6]([OH:8])=[O:7])([O-:16])=[O:15], predict the reactants needed to synthesize it. The reactants are: [F:1][C:2]([F:13])([F:12])[C:3]1[CH:4]=[C:5]([CH:9]=[CH:10][CH:11]=1)[C:6]([OH:8])=[O:7].[N+:14]([O-])([OH:16])=[O:15].